Dataset: Forward reaction prediction with 1.9M reactions from USPTO patents (1976-2016). Task: Predict the product of the given reaction. Given the reactants [Cl:1][C:2]1[CH:7]=[CH:6][C:5]([NH2:8])=[C:4]([C:9]#[C:10][C:11]2[CH:16]=[CH:15][CH:14]=[CH:13][C:12]=2[O:17][CH3:18])[CH:3]=1.[CH2:19]([O:21][C:22](=[O:29])[CH2:23][C:24](=O)[CH:25]([CH3:27])[CH3:26])[CH3:20], predict the reaction product. The product is: [CH2:19]([O:21][C:22]([C:23]1[C:24]([CH:25]([CH3:27])[CH3:26])=[N:8][C:5]2[C:4]([C:9]=1[CH2:10][C:11]1[CH:16]=[CH:15][CH:14]=[CH:13][C:12]=1[O:17][CH3:18])=[CH:3][C:2]([Cl:1])=[CH:7][CH:6]=2)=[O:29])[CH3:20].